Dataset: HIV replication inhibition screening data with 41,000+ compounds from the AIDS Antiviral Screen. Task: Binary Classification. Given a drug SMILES string, predict its activity (active/inactive) in a high-throughput screening assay against a specified biological target. (1) The molecule is COc1ccc(-c2cc3ccccc3oc2=O)cc1OC. The result is 0 (inactive). (2) The compound is O=C(NN1C(=O)C(Cl)C1c1ccccc1O)c1ccccc1O. The result is 0 (inactive).